From a dataset of Full USPTO retrosynthesis dataset with 1.9M reactions from patents (1976-2016). Predict the reactants needed to synthesize the given product. (1) Given the product [ClH:23].[CH3:1][C:2]1[CH:3]=[CH:4][C:5]2[NH:10][C:11]3[CH:16]=[CH:15][CH:14]=[CH:13][C:12]=3[N:17]=[C:7]([NH2:8])[C:6]=2[CH:9]=1, predict the reactants needed to synthesize it. The reactants are: [CH3:1][C:2]1[CH:3]=[CH:4][C:5]([NH:10][C:11]2[CH:16]=[CH:15][CH:14]=[CH:13][C:12]=2[N+:17]([O-])=O)=[C:6]([CH:9]=1)[C:7]#[N:8].O.O.[Sn](Cl)[Cl:23].Cl. (2) Given the product [CH:14]1([S:11]([NH:10][C:4]2[CH:3]=[C:2]([C:33]3[CH:32]=[C:31]4[C:27]([CH:28]=[N:29][NH:30]4)=[C:26]([NH:25][C:23]([C:21]4[N:22]=[C:18]([CH3:17])[S:19][CH:20]=4)=[O:24])[CH:34]=3)[CH:7]=[N:6][C:5]=2[O:8][CH3:9])(=[O:13])=[O:12])[CH2:16][CH2:15]1, predict the reactants needed to synthesize it. The reactants are: Br[C:2]1[CH:3]=[C:4]([NH:10][S:11]([CH:14]2[CH2:16][CH2:15]2)(=[O:13])=[O:12])[C:5]([O:8][CH3:9])=[N:6][CH:7]=1.[CH3:17][C:18]1[S:19][CH:20]=[C:21]([C:23]([NH:25][C:26]2[CH:34]=[C:33]([Sn](C)(C)C)[CH:32]=[C:31]3[C:27]=2[CH:28]=[N:29][N:30]3S(C2C=CC=CC=2)(=O)=O)=[O:24])[N:22]=1.CN(C=O)C. (3) Given the product [F:1][C:2]1[CH:33]=[CH:32][C:5]([CH2:6][C:7]2[CH:16]=[C:15]3[C:10]([C:11]([OH:31])=[C:12]([C:26]([NH:40][CH2:39][CH:35]4[CH2:36][CH2:37][CH2:38][O:34]4)=[O:27])[C:13](=[O:25])[N:14]3[CH2:17][CH2:18][N:19]3[CH2:23][CH2:22][CH2:21][C:20]3=[O:24])=[N:9][CH:8]=2)=[CH:4][CH:3]=1, predict the reactants needed to synthesize it. The reactants are: [F:1][C:2]1[CH:33]=[CH:32][C:5]([CH2:6][C:7]2[CH:16]=[C:15]3[C:10]([C:11]([OH:31])=[C:12]([C:26](OCC)=[O:27])[C:13](=[O:25])[N:14]3[CH2:17][CH2:18][N:19]3[CH2:23][CH2:22][CH2:21][C:20]3=[O:24])=[N:9][CH:8]=2)=[CH:4][CH:3]=1.[O:34]1[CH2:38][CH2:37][CH2:36][CH:35]1[CH2:39][NH2:40]. (4) Given the product [C:33]([C:2]1[CH:11]=[C:10]2[C:5]([CH:6]=[CH:7][C:8](=[O:30])[N:9]2[CH2:12][CH2:13][C:14]23[CH2:21][CH2:20][C:17]([NH:22][C:23](=[O:29])[O:24][C:25]([CH3:26])([CH3:27])[CH3:28])([CH2:18][CH2:19]2)[CH2:16][O:15]3)=[N:4][CH:3]=1)#[N:34], predict the reactants needed to synthesize it. The reactants are: Br[C:2]1[CH:11]=[C:10]2[C:5]([CH:6]=[CH:7][C:8](=[O:30])[N:9]2[CH2:12][CH2:13][C:14]23[CH2:21][CH2:20][C:17]([NH:22][C:23](=[O:29])[O:24][C:25]([CH3:28])([CH3:27])[CH3:26])([CH2:18][CH2:19]2)[CH2:16][O:15]3)=[N:4][CH:3]=1.BrC1C=C2C(C=CC(=O)N2)=[N:34][CH:33]=1. (5) Given the product [Cl:19][C:20]1[N:24]=[C:23]([C:9]2[CH:10]=[C:11]3[C:15](=[CH:16][CH:17]=2)[NH:14][CH:13]=[CH:12]3)[S:22][N:21]=1, predict the reactants needed to synthesize it. The reactants are: CC1(C)C(C)(C)OB([C:9]2[CH:10]=[C:11]3[C:15](=[CH:16][CH:17]=2)[NH:14][CH:13]=[CH:12]3)O1.[Cl:19][C:20]1[N:24]=[C:23](Cl)[S:22][N:21]=1.O.C([O-])([O-])=O.[K+].[K+]. (6) The reactants are: [F:1][C:2]([F:12])([F:11])[C:3](=[O:10])[CH2:4][C:5]([O:7][CH2:8][CH3:9])=[O:6].[C:13]([N:20]1[CH2:25][CH2:24][CH:23]([CH:26]=O)[CH2:22][CH2:21]1)([O:15][C:16]([CH3:19])([CH3:18])[CH3:17])=[O:14].N1CCCCC1.CC(O)=O. Given the product [CH2:8]([O:7][C:5]([C:4]([C:3](=[O:10])[C:2]([F:11])([F:12])[F:1])=[CH:26][CH:23]1[CH2:24][CH2:25][N:20]([C:13]([O:15][C:16]([CH3:17])([CH3:19])[CH3:18])=[O:14])[CH2:21][CH2:22]1)=[O:6])[CH3:9], predict the reactants needed to synthesize it. (7) The reactants are: [OH:1][C:2]1[CH:11]=[C:10]2[C:5]([C:6]([O:12][C:13]3[CH:14]=[C:15]4[C:19](=[CH:20][CH:21]=3)[NH:18][CH:17]=[CH:16]4)=[N:7][CH:8]=[N:9]2)=[CH:4][C:3]=1[O:22][CH3:23].O[CH2:25][CH2:26][CH:27]1[CH2:32][CH2:31][CH2:30][CH2:29][NH:28]1. Given the product [NH:18]1[C:19]2[C:15](=[CH:14][C:13]([O:12][C:6]3[C:5]4[C:10](=[CH:11][C:2]([O:1][CH2:25][CH2:26][CH:27]5[CH2:32][CH2:31][CH2:30][CH2:29][NH:28]5)=[C:3]([O:22][CH3:23])[CH:4]=4)[N:9]=[CH:8][N:7]=3)=[CH:21][CH:20]=2)[CH:16]=[CH:17]1, predict the reactants needed to synthesize it. (8) Given the product [C:1]([O:5][C:6]([C:8]1[O:9][C:10]2[CH:17]=[CH:16][CH:15]=[C:14]([C:39]3[CH:38]=[CH:37][CH:36]=[C:35]([N+:32]([O-:34])=[O:33])[CH:40]=3)[C:11]=2[C:12]=1[CH3:13])=[O:7])([CH3:4])([CH3:3])[CH3:2], predict the reactants needed to synthesize it. The reactants are: [C:1]([O:5][C:6]([C:8]1[O:9][C:10]2[CH:17]=[CH:16][CH:15]=[C:14](OS(C(F)(F)F)(=O)=O)[C:11]=2[C:12]=1[CH3:13])=[O:7])([CH3:4])([CH3:3])[CH3:2].C([O-])([O-])=O.[K+].[K+].[N+:32]([C:35]1[CH:36]=[C:37](B(O)O)[CH:38]=[CH:39][CH:40]=1)([O-:34])=[O:33].COCCOC. (9) Given the product [CH2:1]([N:8]1[C:13](=[O:14])[C:12]([C:15]2[CH:20]=[CH:19][C:18]([OH:21])=[C:17]([F:23])[CH:16]=2)=[CH:11][N:10]=[C:9]1[NH:24][C:25]1[CH:26]=[CH:27][C:28]([F:31])=[CH:29][CH:30]=1)[C:2]1[CH:3]=[CH:4][CH:5]=[CH:6][CH:7]=1, predict the reactants needed to synthesize it. The reactants are: [CH2:1]([N:8]1[C:13](=[O:14])[C:12]([C:15]2[CH:20]=[CH:19][C:18]([O:21]C)=[C:17]([F:23])[CH:16]=2)=[CH:11][N:10]=[C:9]1[NH:24][C:25]1[CH:30]=[CH:29][C:28]([F:31])=[CH:27][CH:26]=1)[C:2]1[CH:7]=[CH:6][CH:5]=[CH:4][CH:3]=1.B(Br)(Br)Br.